From a dataset of Full USPTO retrosynthesis dataset with 1.9M reactions from patents (1976-2016). Predict the reactants needed to synthesize the given product. (1) Given the product [Cl:1][C:2]1[CH:3]=[C:4]([CH:19]=[CH:20][C:21]=1[C:22]([N:27]1[CH:28]([CH3:31])[CH2:29][CH2:30][CH:26]1[CH3:25])=[O:23])[C:5]([NH:7][CH2:8][C:9]1[NH:13][C:12]2[CH:14]=[CH:15][C:16]([Cl:18])=[CH:17][C:11]=2[N:10]=1)=[O:6], predict the reactants needed to synthesize it. The reactants are: [Cl:1][C:2]1[CH:3]=[C:4]([CH:19]=[CH:20][C:21]=1[C:22](O)=[O:23])[C:5]([NH:7][CH2:8][C:9]1[NH:13][C:12]2[CH:14]=[CH:15][C:16]([Cl:18])=[CH:17][C:11]=2[N:10]=1)=[O:6].[CH3:25][CH:26]1[CH2:30][CH2:29][CH:28]([CH3:31])[NH:27]1.CN(C(ON1N=NC2C=CC=CC1=2)=[N+](C)C)C.[B-](F)(F)(F)F.C(N(CC)CC)C. (2) Given the product [Cl:22][C:21]1[C:16]([S:4]([CH:1]([CH3:3])[CH3:2])(=[O:6])=[O:5])=[C:17]([N+:23]([O-:25])=[O:24])[CH:18]=[CH:19][CH:20]=1, predict the reactants needed to synthesize it. The reactants are: [CH:1]([S:4]([O-:6])=[O:5])([CH3:3])[CH3:2].[Na+].CN1CCCC1=O.Cl[C:16]1[C:21]([Cl:22])=[CH:20][CH:19]=[CH:18][C:17]=1[N+:23]([O-:25])=[O:24]. (3) Given the product [CH3:1][C:2]1[CH:9]=[C:8]([C:10]2[S:11][C:12]3[C:17]([N:18]=2)=[CH:16][CH:15]=[C:14]([C:19]2([C:22]4[CH:27]=[CH:26][CH:25]=[CH:24][CH:23]=4)[CH2:20][CH2:21]2)[N:13]=3)[CH:7]=[CH:6][C:3]=1[CH2:4][N:28]1[CH2:31][CH:30]([C:32]([OH:34])=[O:33])[CH2:29]1, predict the reactants needed to synthesize it. The reactants are: [CH3:1][C:2]1[CH:9]=[C:8]([C:10]2[S:11][C:12]3[C:17]([N:18]=2)=[CH:16][CH:15]=[C:14]([C:19]2([C:22]4[CH:27]=[CH:26][CH:25]=[CH:24][CH:23]=4)[CH2:21][CH2:20]2)[N:13]=3)[CH:7]=[CH:6][C:3]=1[CH:4]=O.[NH:28]1[CH2:31][CH:30]([C:32]([OH:34])=[O:33])[CH2:29]1.C(O)(=O)C.C([BH3-])#N.[Na+]. (4) Given the product [C:18]([O:17][C:15]([NH:14][C@H:10]([CH2:9][O:8][Si:1]([C:4]([CH3:5])([CH3:6])[CH3:7])([CH3:2])[CH3:3])[CH2:11][C:12]([CH3:24])([CH3:23])[C:13]([OH:26])=[O:22])=[O:16])([CH3:19])([CH3:21])[CH3:20], predict the reactants needed to synthesize it. The reactants are: [Si:1]([O:8][CH2:9][C@H:10]1[N:14]([C:15]([O:17][C:18]([CH3:21])([CH3:20])[CH3:19])=[O:16])[C:13](=[O:22])[C:12]([CH3:24])([CH3:23])[CH2:11]1)([C:4]([CH3:7])([CH3:6])[CH3:5])([CH3:3])[CH3:2].[Li+].[OH-:26]. (5) Given the product [C:9]([CH:13]([O:15][C:16]([C:19]([C:22]([C:25]([C:28]([CH2:31][OH:32])([F:29])[F:30])([F:27])[F:26])([F:24])[F:23])([F:21])[F:20])([F:18])[F:17])[F:14])([F:12])([F:11])[F:10], predict the reactants needed to synthesize it. The reactants are: C(COC)OC.[BH4-].[Na+].[C:9]([CH:13]([O:15][C:16]([C:19]([C:22]([C:25]([C:28]([C:31](OC)=[O:32])([F:30])[F:29])([F:27])[F:26])([F:24])[F:23])([F:21])[F:20])([F:18])[F:17])[F:14])([F:12])([F:11])[F:10].S(=O)(=O)(O)O. (6) Given the product [NH2:23][C:19]1[CH:18]=[C:17]([CH:22]=[CH:21][CH:20]=1)[O:16][C:13]1[CH:14]=[CH:15][C:9]2[N:8]=[C:7]([NH:6][C:4]([CH:1]3[CH2:3][CH2:2]3)=[O:5])[NH:11][C:10]=2[CH:12]=1, predict the reactants needed to synthesize it. The reactants are: [CH:1]1([C:4]([NH:6][C:7]2[NH:11][C:10]3[CH:12]=[C:13]([O:16][C:17]4[CH:18]=[C:19]([NH:23]C(=O)OC(C)(C)C)[CH:20]=[CH:21][CH:22]=4)[CH:14]=[CH:15][C:9]=3[N:8]=2)=[O:5])[CH2:3][CH2:2]1. (7) Given the product [CH3:1][C:2]1[C:6]([B:7]2[O:11][C:10]([CH3:13])([CH3:12])[C:9]([CH3:15])([CH3:14])[O:8]2)=[CH:5][N:4]([C:17]([C:18]2[CH:23]=[CH:22][CH:21]=[CH:20][CH:19]=2)([C:30]2[CH:31]=[CH:32][CH:33]=[CH:34][CH:35]=2)[C:24]2[CH:25]=[CH:26][CH:27]=[CH:28][CH:29]=2)[N:3]=1, predict the reactants needed to synthesize it. The reactants are: [CH3:1][C:2]1[C:6]([B:7]2[O:11][C:10]([CH3:13])([CH3:12])[C:9]([CH3:15])([CH3:14])[O:8]2)=[CH:5][NH:4][N:3]=1.Cl[C:17]([C:30]1[CH:35]=[CH:34][CH:33]=[CH:32][CH:31]=1)([C:24]1[CH:29]=[CH:28][CH:27]=[CH:26][CH:25]=1)[C:18]1[CH:23]=[CH:22][CH:21]=[CH:20][CH:19]=1.C(N(CC)CC)C. (8) Given the product [CH3:18][O:17][N:16]([CH3:15])[C:6](=[O:7])[C:5]1[CH:9]=[CH:10][N:11]=[C:3]([C:2]([F:13])([F:12])[F:1])[CH:4]=1, predict the reactants needed to synthesize it. The reactants are: [F:1][C:2]([F:13])([F:12])[C:3]1[CH:4]=[C:5]([CH:9]=[CH:10][N:11]=1)[C:6](O)=[O:7].Cl.[CH3:15][NH:16][O:17][CH3:18].Cl.C(C(NCCCN(C)C)=N)C.CCN(CC)CC.[NH4+].[Cl-].